From a dataset of CYP2D6 inhibition data for predicting drug metabolism from PubChem BioAssay. Regression/Classification. Given a drug SMILES string, predict its absorption, distribution, metabolism, or excretion properties. Task type varies by dataset: regression for continuous measurements (e.g., permeability, clearance, half-life) or binary classification for categorical outcomes (e.g., BBB penetration, CYP inhibition). Dataset: cyp2d6_veith. The molecule is Cc1cccc([C@@H]2CN(C)CCc3c2cc(O)c(O)c3Cl)c1. The result is 0 (non-inhibitor).